Predict which catalyst facilitates the given reaction. From a dataset of Catalyst prediction with 721,799 reactions and 888 catalyst types from USPTO. (1) Reactant: [Cl:1][C:2]1[CH:20]=[C:19]([O:21][CH2:22][CH:23]=[C:24]([Cl:26])[Cl:25])[CH:18]=[C:17]([Cl:27])[C:3]=1[O:4][CH2:5][CH2:6][CH2:7][O:8][C:9]1[CH:16]=[CH:15][C:12]([CH:13]=O)=[CH:11][CH:10]=1.[CH3:28][CH2:29][O:30][C:31]([CH2:33]P(OCC)(OCC)=O)=[O:32].C(N(C(C)C)C(C)C)C.[Cl-].[Li+]. The catalyst class is: 35. Product: [CH2:29]([O:30][C:31](=[O:32])[CH:33]=[CH:13][C:12]1[CH:15]=[CH:16][C:9]([O:8][CH2:7][CH2:6][CH2:5][O:4][C:3]2[C:2]([Cl:1])=[CH:20][C:19]([O:21][CH2:22][CH:23]=[C:24]([Cl:26])[Cl:25])=[CH:18][C:17]=2[Cl:27])=[CH:10][CH:11]=1)[CH3:28]. (2) Reactant: [CH3:1][N:2]([C:6]1[CH:11]=[CH:10][C:9]([N+:12]([O-])=O)=[CH:8][N:7]=1)[CH2:3][CH2:4][OH:5]. Product: [NH2:12][C:9]1[CH:10]=[CH:11][C:6]([N:2]([CH3:1])[CH2:3][CH2:4][OH:5])=[N:7][CH:8]=1. The catalyst class is: 13. (3) Reactant: [C:1]([O:9][CH2:10][C:11]#[N:12])(=[O:8])[C:2]1[CH:7]=[CH:6][CH:5]=[CH:4][CH:3]=1.[NH2:13][OH:14]. Product: [C:1]([O:9][CH2:10][C:11]([NH:13][OH:14])=[NH:12])(=[O:8])[C:2]1[CH:7]=[CH:6][CH:5]=[CH:4][CH:3]=1. The catalyst class is: 8. (4) Reactant: [NH2:1][C:2]1[CH:7]=[CH:6][C:5]([OH:8])=[C:4]([CH3:9])[CH:3]=1.[CH2:10]([O:17][C:18](Cl)=[O:19])[C:11]1[CH:16]=[CH:15][CH:14]=[CH:13][CH:12]=1. Product: [CH2:10]([O:17][C:18](=[O:19])[NH:1][C:2]1[CH:7]=[CH:6][C:5]([OH:8])=[C:4]([CH3:9])[CH:3]=1)[C:11]1[CH:16]=[CH:15][CH:14]=[CH:13][CH:12]=1. The catalyst class is: 25. (5) Reactant: [NH2:1][C:2]1[CH:7]=[CH:6][C:5]([CH2:8][C:9]([OH:11])=[O:10])=[CH:4][CH:3]=1.Cl.[N:13]([O-])=O.[Na+].[C:17]1([CH2:23][C:24]([OH:26])=[O:25])[CH:22]=[CH:21][CH:20]=[CH:19][CH:18]=1.[OH-].[Na+]. Product: [C:9]([CH2:8][C:5]1[CH:4]=[CH:3][C:2]([N:1]=[N:13][C:20]2[CH:21]=[CH:22][C:17]([CH2:23][C:24]([OH:26])=[O:25])=[CH:18][CH:19]=2)=[CH:7][CH:6]=1)([OH:11])=[O:10]. The catalyst class is: 6. (6) Reactant: [CH2:1]([C:5]1[O:6][C:7]2[CH:34]=[CH:33][C:32]([N+:35]([O-])=O)=[CH:31][C:8]=2[C:9]=1[C:10](=[O:30])[C:11]1[CH:16]=[CH:15][C:14]([O:17][CH2:18][CH2:19][CH2:20][N:21]([CH2:26][CH2:27][CH2:28][CH3:29])[CH2:22][CH2:23][CH2:24][CH3:25])=[CH:13][CH:12]=1)[CH2:2][CH2:3][CH3:4].[H][H]. Product: [NH2:35][C:32]1[CH:33]=[CH:34][C:7]2[O:6][C:5]([CH2:1][CH2:2][CH2:3][CH3:4])=[C:9]([C:10](=[O:30])[C:11]3[CH:16]=[CH:15][C:14]([O:17][CH2:18][CH2:19][CH2:20][N:21]([CH2:22][CH2:23][CH2:24][CH3:25])[CH2:26][CH2:27][CH2:28][CH3:29])=[CH:13][CH:12]=3)[C:8]=2[CH:31]=1. The catalyst class is: 94. (7) Reactant: [C:1]([C:5]1[CH:12]=[CH:11][C:8]([CH2:9]Br)=[CH:7][CH:6]=1)([CH3:4])([CH3:3])[CH3:2].C(=O)([O-])[O-].[K+].[K+].[CH2:19]([O:21][C:22](=[O:51])[CH2:23][C:24]1([CH2:27][CH2:28][CH:29](/[CH:42]=[CH:43]/[C:44]2[CH:49]=[CH:48][CH:47]=[CH:46][C:45]=2[OH:50])[CH2:30][CH2:31][C:32]2[CH:41]=[CH:40][C:35]([C:36]([O:38][CH3:39])=[O:37])=[CH:34][CH:33]=2)[CH2:26][CH2:25]1)[CH3:20]. Product: [C:1]([C:5]1[CH:12]=[CH:11][C:8]([CH2:9][O:50][C:45]2[CH:46]=[CH:47][CH:48]=[CH:49][C:44]=2/[CH:43]=[CH:42]/[CH:29]([CH2:28][CH2:27][C:24]2([CH2:23][C:22]([O:21][CH2:19][CH3:20])=[O:51])[CH2:25][CH2:26]2)[CH2:30][CH2:31][C:32]2[CH:33]=[CH:34][C:35]([C:36]([O:38][CH3:39])=[O:37])=[CH:40][CH:41]=2)=[CH:7][CH:6]=1)([CH3:4])([CH3:3])[CH3:2]. The catalyst class is: 10.